From a dataset of Full USPTO retrosynthesis dataset with 1.9M reactions from patents (1976-2016). Predict the reactants needed to synthesize the given product. (1) Given the product [CH2:1]([C:3]1[CH:8]=[CH:7][C:6]([OH:9])=[C:5]([O:11][C:12]2[CH:17]=[CH:16][CH:15]=[CH:14][C:13]=2[CH3:18])[CH:4]=1)[CH3:2], predict the reactants needed to synthesize it. The reactants are: [CH2:1]([C:3]1[CH:8]=[CH:7][C:6]([O:9]C)=[C:5]([O:11][C:12]2[CH:17]=[CH:16][CH:15]=[CH:14][C:13]=2[CH3:18])[CH:4]=1)[CH3:2].B(Br)(Br)Br. (2) Given the product [CH:1]1([N:5]2[CH2:11][CH2:10][C:9]3[CH:12]=[CH:13][C:14]([NH:16][C:17](=[O:25])[C:18]4[CH:23]=[CH:22][CH:21]=[C:20]([N:32]5[CH:36]=[N:35][CH:34]=[N:33]5)[CH:19]=4)=[CH:15][C:8]=3[CH2:7][CH2:6]2)[CH2:4][CH2:3][CH2:2]1, predict the reactants needed to synthesize it. The reactants are: [CH:1]1([N:5]2[CH2:11][CH2:10][C:9]3[CH:12]=[CH:13][C:14]([NH:16][C:17](=[O:25])[C:18]4[CH:23]=[CH:22][CH:21]=[C:20](I)[CH:19]=4)=[CH:15][C:8]=3[CH2:7][CH2:6]2)[CH2:4][CH2:3][CH2:2]1.C(=O)([O-])[O-].[K+].[K+].[NH:32]1[CH:36]=[N:35][CH:34]=[N:33]1. (3) Given the product [Cl:14][Si:15]([Cl:17])([Cl:16])[CH2:3][CH2:2][CH2:1][C:4]1[S:8][C:7]([C:9]2[S:10][CH:11]=[CH:12][CH:13]=2)=[CH:6][CH:5]=1, predict the reactants needed to synthesize it. The reactants are: [CH2:1]([C:4]1[S:8][C:7]([C:9]2[S:10][CH:11]=[CH:12][CH:13]=2)=[CH:6][CH:5]=1)[CH:2]=[CH2:3].[Cl:14][SiH:15]([Cl:17])[Cl:16]. (4) Given the product [F:38][C:36]([F:39])([F:37])[C:28]1[CH:27]=[C:26]([CH:31]=[C:30]([C:32]([F:34])([F:33])[F:35])[CH:29]=1)[CH2:25][N:20]([CH2:19][C:4]1[CH:3]=[C:2]([I:48])[CH:7]=[CH:6][C:5]=1[C:8]1[CH:13]=[C:12]([CH:14]([CH3:15])[CH3:16])[CH:11]=[CH:10][C:9]=1[O:17][CH3:18])[C:21](=[O:24])[O:22][CH3:23], predict the reactants needed to synthesize it. The reactants are: N[C:2]1[CH:7]=[CH:6][C:5]([C:8]2[CH:13]=[C:12]([CH:14]([CH3:16])[CH3:15])[CH:11]=[CH:10][C:9]=2[O:17][CH3:18])=[C:4]([CH2:19][N:20]([CH2:25][C:26]2[CH:31]=[C:30]([C:32]([F:35])([F:34])[F:33])[CH:29]=[C:28]([C:36]([F:39])([F:38])[F:37])[CH:27]=2)[C:21](=[O:24])[O:22][CH3:23])[CH:3]=1.CCCCCON=O.[I:48]I.CCOC(C)=O.CCCCCC. (5) The reactants are: S(=O)(=O)(O)O.[NH2:6][C:7]1[CH:8]=[N:9][N:10]([CH2:13][CH2:14][OH:15])[C:11]=1[NH2:12].C(N(CC)CC)C.[C:23]([O:27][C:28]([NH:30][C:31]([NH:40][C:41]([O:43][C:44]([CH3:47])([CH3:46])[CH3:45])=[O:42])=NS(C(F)(F)F)(=O)=O)=[O:29])([CH3:26])([CH3:25])[CH3:24]. Given the product [NH2:12][C:11]1[N:10]([CH2:13][CH2:14][OH:15])[N:9]=[CH:8][C:7]=1[NH:6][C:31]([NH:30][C:28]([O:27][C:23]([CH3:26])([CH3:25])[CH3:24])=[O:29])=[N:40][C:41]([O:43][C:44]([CH3:47])([CH3:46])[CH3:45])=[O:42], predict the reactants needed to synthesize it. (6) Given the product [ClH:51].[CH3:1][NH:8][CH2:10][C:11]1[C:19]2[C:18](=[O:20])[N:17]([C:21]3[CH:22]=[CH:23][C:24]([O:27][CH3:28])=[CH:25][CH:26]=3)[C:16](=[O:29])[N:15]([CH2:30][C:31]3[C:32]([F:38])=[CH:33][CH:34]=[CH:35][C:36]=3[F:37])[C:14]=2[S:13][C:12]=1[C:39]1[CH:40]=[CH:41][C:42]([NH:45][C:46]([NH:48][O:49][CH3:50])=[O:47])=[CH:43][CH:44]=1, predict the reactants needed to synthesize it. The reactants are: [CH2:1]([N:8]([CH2:10][C:11]1[C:19]2[C:18](=[O:20])[N:17]([C:21]3[CH:26]=[CH:25][C:24]([O:27][CH3:28])=[CH:23][CH:22]=3)[C:16](=[O:29])[N:15]([CH2:30][C:31]3[C:36]([F:37])=[CH:35][CH:34]=[CH:33][C:32]=3[F:38])[C:14]=2[S:13][C:12]=1[C:39]1[CH:44]=[CH:43][C:42]([NH:45][C:46]([NH:48][O:49][CH3:50])=[O:47])=[CH:41][CH:40]=1)C)C1C=CC=CC=1.[ClH:51]. (7) Given the product [C:1]([NH:4][N:5]=[C:6]([C:16]1[C:21]([CH2:22][CH:23]([O:25][S:40]([CH3:39])(=[O:42])=[O:41])[CH3:24])=[CH:20][CH:19]=[C:18]([O:26][CH3:27])[C:17]=1[NH:28][C:29](=[O:31])[CH3:30])[C:7]1[CH:8]=[CH:9][C:10]([N+:13]([O-:15])=[O:14])=[CH:11][CH:12]=1)(=[O:3])[CH3:2], predict the reactants needed to synthesize it. The reactants are: [C:1]([NH:4][N:5]=[C:6]([C:16]1[C:21]([CH2:22][CH:23]([OH:25])[CH3:24])=[CH:20][CH:19]=[C:18]([O:26][CH3:27])[C:17]=1[NH:28][C:29](=[O:31])[CH3:30])[C:7]1[CH:12]=[CH:11][C:10]([N+:13]([O-:15])=[O:14])=[CH:9][CH:8]=1)(=[O:3])[CH3:2].C(N(CC)CC)C.[CH3:39][S:40](Cl)(=[O:42])=[O:41].O. (8) Given the product [Na+:20].[C:15]([NH:14][C@@H:6]([CH2:7][C@H:8]([CH3:13])[CH2:9][CH2:10][CH2:11][CH3:12])[CH2:5][C:4]([O-:18])=[O:3])(=[O:17])[CH3:16], predict the reactants needed to synthesize it. The reactants are: C([O:3][C:4](=[O:18])[CH2:5][C@@H:6]([NH:14][C:15](=[O:17])[CH3:16])[CH2:7][C@H:8]([CH3:13])[CH2:9][CH2:10][CH2:11][CH3:12])C.[OH-].[Na+:20].